Dataset: Catalyst prediction with 721,799 reactions and 888 catalyst types from USPTO. Task: Predict which catalyst facilitates the given reaction. Product: [F:47][C:32]1[CH:33]=[C:34]([NH:37][C:38]([NH:52][CH:50]2[CH2:51][O:48][CH2:49]2)=[O:39])[CH:35]=[CH:36][C:31]=1[O:30][C:27]1[CH:26]=[CH:25][N:24]=[C:23]2[CH:22]=[C:21]([C:18]3[CH:19]=[CH:20][C:15]([CH2:14][N:11]4[CH2:10][CH2:9][N:8]([C:6](=[O:7])[CH2:5][OH:4])[CH2:13][CH2:12]4)=[CH:16][N:17]=3)[S:29][C:28]=12. The catalyst class is: 36. Reactant: C([O:4][CH2:5][C:6]([N:8]1[CH2:13][CH2:12][N:11]([CH2:14][C:15]2[CH:16]=[N:17][C:18]([C:21]3[S:29][C:28]4[C:23](=[N:24][CH:25]=[CH:26][C:27]=4[O:30][C:31]4[CH:36]=[CH:35][C:34]([NH:37][C:38](OC5C=CC=CC=5)=[O:39])=[CH:33][C:32]=4[F:47])[CH:22]=3)=[CH:19][CH:20]=2)[CH2:10][CH2:9]1)=[O:7])(=O)C.[O:48]1[CH2:51][CH:50]([NH2:52])[CH2:49]1.C([O-])([O-])=O.[K+].[K+].